From a dataset of Reaction yield outcomes from USPTO patents with 853,638 reactions. Predict the reaction yield, written as a fraction of the theoretical maximum amount of product (1.0 means a 100% yield; for example, 0.34 means a 34% yield). (1) The reactants are N(C(OC(C)(C)C)=O)=NC(OC(C)(C)C)=O.C(P(CCCC)CCCC)CCC.[Cl:30][C:31]1[C:39]([F:40])=[CH:38][CH:37]=[C:36]2[C:32]=1[CH2:33][CH2:34][N:35]2[C@@H:41]([CH2:51][CH2:52]O)[C:42]([NH:44][C:45]1[CH:50]=[CH:49][CH:48]=[CH:47][CH:46]=1)=[O:43]. The catalyst is C1COCC1. The product is [Cl:30][C:31]1[C:39]([F:40])=[CH:38][CH:37]=[C:36]2[C:32]=1[CH2:33][CH2:34][N:35]2[C@H:41]1[CH2:51][CH2:52][N:44]([C:45]2[CH:50]=[CH:49][CH:48]=[CH:47][CH:46]=2)[C:42]1=[O:43]. The yield is 0.820. (2) The reactants are [CH3:1][N:2]1[CH:6]=[C:5]([C:7]2[NH:8][C:9]3[C:14]([CH:15]=2)=[C:13]([CH:16]2[CH2:21][CH2:20][CH2:19][NH:18][CH2:17]2)[CH:12]=[CH:11][C:10]=3[C:22]([NH2:24])=[O:23])[CH:4]=[N:3]1.C(N(C(C)C)C(C)C)C.[C:34](Cl)(=[O:37])[CH:35]=[CH2:36]. The catalyst is C(Cl)Cl. The product is [C:34]([N:18]1[CH2:19][CH2:20][CH2:21][CH:16]([C:13]2[CH:12]=[CH:11][C:10]([C:22]([NH2:24])=[O:23])=[C:9]3[C:14]=2[CH:15]=[C:7]([C:5]2[CH:4]=[N:3][N:2]([CH3:1])[CH:6]=2)[NH:8]3)[CH2:17]1)(=[O:37])[CH:35]=[CH2:36]. The yield is 0.430. (3) The product is [CH:6]1([C:9](=[O:12])[CH:10]([CH3:11])[C:14](=[O:16])[C:13]([O:20][CH2:21][CH3:22])=[O:19])[CH2:8][CH2:7]1. The yield is 0.910. The reactants are C1COCC1.[CH:6]1([C:9](=[O:12])[CH2:10][CH3:11])[CH2:8][CH2:7]1.[C:13]([O:20][CH2:21][CH3:22])(=[O:19])[C:14]([O:16]CC)=O. The catalyst is C(OCC)C. (4) The reactants are [Cl:1][C:2]1[CH:7]=[CH:6][C:5]([S:8]([CH2:11][C:12]2[CH:17]=[CH:16][N:15]=[CH:14][CH:13]=2)(=[O:10])=[O:9])=[CH:4][CH:3]=1.[CH3:18][N:19]([CH3:24])[CH2:20][CH2:21][CH2:22]O.C(C=P(CCCC)(CCCC)CCCC)#N. The catalyst is C1(C)C=CC=CC=1. The product is [Cl:1][C:2]1[CH:3]=[CH:4][C:5]([S:8]([CH:11]([C:12]2[CH:13]=[CH:14][N:15]=[CH:16][CH:17]=2)[CH2:22][CH2:21][CH2:20][N:19]([CH3:24])[CH3:18])(=[O:9])=[O:10])=[CH:6][CH:7]=1. The yield is 0.480. (5) The reactants are [Br:1][C:2]1[CH:3]=[CH:4][C:5]2[N:6]([CH:8]=[CH:9][N:10]=2)[CH:7]=1.[I:11]N1C(=O)CCC1=O. The catalyst is C(#N)C. The product is [Br:1][C:2]1[CH:3]=[CH:4][C:5]2[N:6]([C:8]([I:11])=[CH:9][N:10]=2)[CH:7]=1. The yield is 0.670. (6) The reactants are [CH3:1][C:2]1[C:8]([OH:9])=[CH:7][CH:6]=[CH:5][C:3]=1[OH:4].[Cl:10][CH2:11][C:12](=O)[CH2:13][C:14](OCC)=[O:15].O. The catalyst is CS(O)(=O)=O. The product is [Cl:10][CH2:11][C:12]1[C:5]2[C:3](=[C:2]([CH3:1])[C:8]([OH:9])=[CH:7][CH:6]=2)[O:4][C:14](=[O:15])[CH:13]=1. The yield is 0.900. (7) The reactants are [CH2:1]([N:3]1[CH:7]=[CH:6][N:5]=[CH:4]1)[CH3:2].[Cl:8][CH2:9][CH:10]([OH:13])[CH2:11][OH:12]. The catalyst is CO. The product is [Cl-:8].[OH:13][CH:10]([CH2:11][OH:12])[CH2:9][N+:5]1[CH:6]=[CH:7][N:3]([CH2:1][CH3:2])[CH:4]=1. The yield is 0.940. (8) The reactants are [NH2:1][C:2]1[CH:7]=[CH:6][C:5]([S:8]([NH:11][C:12]2[CH:13]=[CH:14][C:15]([NH:18][C:19](=[O:21])[CH3:20])=[N:16][CH:17]=2)(=[O:10])=[O:9])=[CH:4][CH:3]=1.[O:22]=[C:23]1[N:27]([C:28]2[CH:33]=[CH:32][CH:31]=[CH:30][CH:29]=2)[CH2:26][CH2:25][N:24]1[C:34](Cl)=[O:35].CCN(C(C)C)C(C)C.[OH-].[NH4+]. The catalyst is ClCCl.CO. The product is [C:19]([NH:18][C:15]1[N:16]=[CH:17][C:12]([NH:11][S:8]([C:5]2[CH:6]=[CH:7][C:2]([NH:1][C:34]([N:24]3[CH2:25][CH2:26][N:27]([C:28]4[CH:33]=[CH:32][CH:31]=[CH:30][CH:29]=4)[C:23]3=[O:22])=[O:35])=[CH:3][CH:4]=2)(=[O:9])=[O:10])=[CH:13][CH:14]=1)(=[O:21])[CH3:20]. The yield is 0.340. (9) The reactants are [CH2:1]([C:3]1[CH:8]=[CH:7][CH:6]=[CH:5][C:4]=1[OH:9])[CH3:2].[C:10]1(=O)[O:15][C:13](=[O:14])[C:12]2=[CH:16][CH:17]=[CH:18][CH:19]=[C:11]12. The catalyst is [Cl-].[Zn+2].[Cl-]. The product is [OH:9][C:4]1[CH:5]=[CH:6][C:7]([C:10]2([C:7]3[CH:6]=[CH:5][C:4]([OH:9])=[C:3]([CH2:1][CH3:2])[CH:8]=3)[C:11]3[C:12](=[CH:16][CH:17]=[CH:18][CH:19]=3)[C:13](=[O:14])[O:15]2)=[CH:8][C:3]=1[CH2:1][CH3:2]. The yield is 0.920.